This data is from Peptide-MHC class II binding affinity with 134,281 pairs from IEDB. The task is: Regression. Given a peptide amino acid sequence and an MHC pseudo amino acid sequence, predict their binding affinity value. This is MHC class II binding data. (1) The peptide sequence is LVGPTPVNIIGRNLLTQLGC. The MHC is DRB1_0701 with pseudo-sequence DRB1_0701. The binding affinity (normalized) is 0.0615. (2) The peptide sequence is GDSRLTYQWHKEGSS. The MHC is DRB1_0404 with pseudo-sequence DRB1_0404. The binding affinity (normalized) is 0.0337. (3) The peptide sequence is FLHATDLLPAC. The MHC is HLA-DPA10201-DPB10101 with pseudo-sequence HLA-DPA10201-DPB10101. The binding affinity (normalized) is 0.138. (4) The peptide sequence is KGKSAWYVDTEIINE. The binding affinity (normalized) is 0.221. The MHC is DRB1_0802 with pseudo-sequence DRB1_0802. (5) The peptide sequence is MGNSKSKSNPSSSSE. The MHC is DRB1_1302 with pseudo-sequence DRB1_1302. The binding affinity (normalized) is 0.469. (6) The peptide sequence is KISGEWYSIFLASDVK. The MHC is HLA-DPA10301-DPB10402 with pseudo-sequence HLA-DPA10301-DPB10402. The binding affinity (normalized) is 0.757.